Dataset: Forward reaction prediction with 1.9M reactions from USPTO patents (1976-2016). Task: Predict the product of the given reaction. (1) Given the reactants Br[C:2]1[C:3]2[N:4]([CH:14]=[CH:15][N:16]=2)[N:5]=[C:6]([C:8]2[CH:13]=[CH:12][CH:11]=[CH:10][CH:9]=2)[CH:7]=1.[CH3:17][C@@H:18]1[CH2:22][CH2:21][CH2:20][N:19]1[C:23]1[N:28]=[C:27]([NH2:29])[CH:26]=[CH:25][CH:24]=1.C1C=CC(P(C2C(C3C(P(C4C=CC=CC=4)C4C=CC=CC=4)=CC=C4C=3C=CC=C4)=C3C(C=CC=C3)=CC=2)C2C=CC=CC=2)=CC=1.C([O-])([O-])=O.[Cs+].[Cs+], predict the reaction product. The product is: [CH3:17][C@@H:18]1[CH2:22][CH2:21][CH2:20][N:19]1[C:23]1[N:28]=[C:27]([NH:29][C:2]2[C:3]3[N:4]([CH:14]=[CH:15][N:16]=3)[N:5]=[C:6]([C:8]3[CH:13]=[CH:12][CH:11]=[CH:10][CH:9]=3)[CH:7]=2)[CH:26]=[CH:25][CH:24]=1. (2) Given the reactants [F:1][C:2]([F:20])([F:19])[C:3]1[N:8]=[CH:7][C:6]([O:9][C:10]2[CH:15]=[CH:14][C:13]([CH2:16][CH2:17][OH:18])=[CH:12][CH:11]=2)=[CH:5][CH:4]=1.[N:21]#[C:22][NH2:23].OS(C(F)(F)F)(=O)=O, predict the reaction product. The product is: [C:22](=[NH:21])([O:18][CH2:17][CH2:16][C:13]1[CH:14]=[CH:15][C:10]([O:9][C:6]2[CH:7]=[N:8][C:3]([C:2]([F:19])([F:1])[F:20])=[CH:4][CH:5]=2)=[CH:11][CH:12]=1)[NH2:23]. (3) Given the reactants [C:1]([OH:5])(=[O:4])[CH:2]=[CH2:3].[CH2:6]([CH:9]([CH2:12][CH2:13][CH2:14][CH2:15][CH3:16])[CH2:10]O)[CH2:7][CH3:8].COC1C=CC(O)=CC=1.[PH2](O)=O.CS(O)(=O)=O, predict the reaction product. The product is: [C:1]([O:5][CH2:10][CH:9]([CH2:6][CH2:7][CH3:8])[CH2:12][CH2:13][CH2:14][CH2:15][CH3:16])(=[O:4])[CH:2]=[CH2:3].